From a dataset of Reaction yield outcomes from USPTO patents with 853,638 reactions. Predict the reaction yield, written as a fraction of the theoretical maximum amount of product (1.0 means a 100% yield; for example, 0.34 means a 34% yield). (1) The reactants are C(N(CC)C(C)C)(C)C.[SH:10][CH2:11][CH2:12][C:13]([O:15][CH3:16])=[O:14].[CH3:17][C:18]([CH3:24])([CH2:22][CH3:23])[C:19](Cl)=[O:20].II. The catalyst is C(OC(C)C)(=O)C.CCCCCCC.CCOC(C)=O. The product is [CH3:17][C:18]([CH3:24])([CH2:22][CH3:23])[C:19]([S:10][CH2:11][CH2:12][C:13]([O:15][CH3:16])=[O:14])=[O:20]. The yield is 0.800. (2) The reactants are C(OC([N:8]1[C@H:12]([CH2:13][O:14][C:15]2[CH:20]=[CH:19][CH:18]=[CH:17][CH:16]=2)[CH2:11][O:10]C1(C)C)=O)(C)(C)C.Cl. The catalyst is O1CCOCC1. The product is [NH2:8][C@H:12]([CH2:13][O:14][C:15]1[CH:20]=[CH:19][CH:18]=[CH:17][CH:16]=1)[CH2:11][OH:10]. The yield is 0.660.